The task is: Predict the product of the given reaction.. This data is from Forward reaction prediction with 1.9M reactions from USPTO patents (1976-2016). The product is: [C:1]1([CH2:7][O:8][C:9]2[C:14]([C:34]3[CH2:35][CH2:36][CH2:37][C:33]=3[C:29]3[N:28]=[C:27]([C:25]([O:24][CH2:22][CH3:23])=[O:26])[CH:32]=[CH:31][CH:30]=3)=[CH:13][C:12]([C:18]([F:21])([F:20])[F:19])=[CH:11][N:10]=2)[CH:6]=[CH:5][CH:4]=[CH:3][CH:2]=1. Given the reactants [C:1]1([CH2:7][O:8][C:9]2[C:14](B(O)O)=[CH:13][C:12]([C:18]([F:21])([F:20])[F:19])=[CH:11][N:10]=2)[CH:6]=[CH:5][CH:4]=[CH:3][CH:2]=1.[CH2:22]([O:24][C:25]([C:27]1[CH:32]=[CH:31][CH:30]=[C:29]([C:33]2[CH2:37][CH2:36][CH2:35][C:34]=2Br)[N:28]=1)=[O:26])[CH3:23].F[B-](F)(F)F.C([PH+](C(C)(C)C)C(C)(C)C)(C)(C)C.[F-].[K+], predict the reaction product.